Dataset: Reaction yield outcomes from USPTO patents with 853,638 reactions. Task: Predict the reaction yield, written as a fraction of the theoretical maximum amount of product (1.0 means a 100% yield; for example, 0.34 means a 34% yield). (1) The reactants are S(OCC)(O[CH2:5][CH3:6])(=O)=O.[OH:10][C:11](=[CH:15][C:16]1[CH:21]=[CH:20][CH:19]=[C:18]([N+:22]([O-:24])=[O:23])[CH:17]=1)[C:12]([OH:14])=O.[C:25](=O)([O-])[O-].[Cs+].[Cs+].CN([CH:34]=[O:35])C. No catalyst specified. The product is [CH2:5]([O:10][C:11](=[CH:15][C:16]1[CH:21]=[CH:20][CH:19]=[C:18]([N+:22]([O-:24])=[O:23])[CH:17]=1)[C:12]([O:35][CH2:34][CH3:25])=[O:14])[CH3:6]. The yield is 0.720. (2) The reactants are [CH2:1]([N:5](CCCC)CCCC)[CH2:2]CC.[CH:14]1[CH:19]=[C:18]2[CH:20]([CH2:27][O:28]C(NCC(O)=O)=O)[C:21]3[C:26]([C:17]2=[CH:16][CH:15]=1)=[CH:25][CH:24]=[CH:23][CH:22]=3.ClC(OCC(C)C)=[O:38].[NH2:44][C@H:45]1[CH2:68][CH2:67][C@@:66]2([CH3:69])[C@H:47]([CH2:48][CH2:49][C@@H:50]3[C@@H:65]2[CH2:64][C:63](=[O:70])[C@@:62]2([CH3:71])[C@H:51]3[CH2:52][CH2:53][C@@H:54]2[C@H:55]([CH3:61])[CH2:56][CH2:57][C:58]([OH:60])=[O:59])[CH2:46]1. The catalyst is C1COCC1.CN(C=O)C. The product is [CH:22]1[C:21]2[CH:20]([CH2:27][O:28][NH:5][CH2:1][C:2]([NH:44][C@H:45]3[CH2:68][CH2:67][C@@:66]4([CH3:69])[C@H:47]([CH2:48][CH2:49][C@@H:50]5[C@@H:65]4[CH2:64][C:63](=[O:70])[C@@:62]4([CH3:71])[C@H:51]5[CH2:52][CH2:53][C@@H:54]4[C@H:55]([CH3:61])[CH2:56][CH2:57][C:58]([OH:60])=[O:59])[CH2:46]3)=[O:38])[C:18]3[C:17](=[CH:16][CH:15]=[CH:14][CH:19]=3)[C:26]=2[CH:25]=[CH:24][CH:23]=1. The yield is 0.660. (3) The reactants are [CH:1]([C:3]1[CH:4]=[CH:5][C:6]([N:11]2[CH:15]=[N:14][C:13]([N+:16]([O-:18])=[O:17])=[N:12]2)=[C:7]([CH:10]=1)[C:8]#[N:9])=O.[C:19]([O-])([O-])=O.[K+].[K+]. The catalyst is O1CCOCC1.[Br-].C[P+](C1C=CC=CC=1)(C1C=CC=CC=1)C1C=CC=CC=1. The product is [N+:16]([C:13]1[N:14]=[CH:15][N:11]([C:6]2[CH:5]=[CH:4][C:3]([CH:1]=[CH2:19])=[CH:10][C:7]=2[C:8]#[N:9])[N:12]=1)([O-:18])=[O:17]. The yield is 0.700. (4) The reactants are [C:1]([Si:5]([CH3:35])([CH3:34])[O:6][CH:7]([C:30]([CH3:33])([CH3:32])[CH3:31])[CH2:8][CH2:9][C:10]1[CH:15]=[CH:14][C:13]([C:16]([C:21]2[CH:26]=[CH:25][C:24]([OH:27])=[C:23]([CH3:28])[CH:22]=2)([CH2:19][CH3:20])[CH2:17][CH3:18])=[CH:12][C:11]=1[CH3:29])([CH3:4])([CH3:3])[CH3:2].C1C=CC(P(C2C=CC=CC=2)C2C=CC=CC=2)=CC=1.O[CH2:56][C@@H:57]1[O:62][C:61](=[O:63])[CH2:60][CH2:59][CH2:58]1.CCOC(/N=N/C(OCC)=O)=O. The catalyst is C1COCC1. The product is [C:1]([Si:5]([CH3:35])([CH3:34])[O:6][CH:7]([C:30]([CH3:33])([CH3:32])[CH3:31])[CH2:8][CH2:9][C:10]1[CH:15]=[CH:14][C:13]([C:16]([C:21]2[CH:26]=[CH:25][C:24]([O:27][CH2:56][C@@H:57]3[O:62][C:61](=[O:63])[CH2:60][CH2:59][CH2:58]3)=[C:23]([CH3:28])[CH:22]=2)([CH2:17][CH3:18])[CH2:19][CH3:20])=[CH:12][C:11]=1[CH3:29])([CH3:3])([CH3:2])[CH3:4]. The yield is 0.275. (5) The reactants are C([N:8]1[CH2:13][CH2:12][N:11](CC2C=CC=CC=2)[CH2:10][CH:9]1[CH2:21][O:22][CH3:23])C1C=CC=CC=1. The catalyst is C(O)C.[Pd]. The product is [CH3:23][O:22][CH2:21][CH:9]1[CH2:10][NH:11][CH2:12][CH2:13][NH:8]1. The yield is 0.840.